Dataset: Full USPTO retrosynthesis dataset with 1.9M reactions from patents (1976-2016). Task: Predict the reactants needed to synthesize the given product. (1) Given the product [C:12]([CH:11]([C:5]1[CH:6]=[CH:7][C:8]([F:10])=[CH:9][C:4]=1[Br:3])[C:24](=[S:25])[NH:23][C:17]1[C:18]([F:22])=[CH:19][CH:20]=[CH:21][C:16]=1[Cl:15])(=[O:14])[CH3:13], predict the reactants needed to synthesize it. The reactants are: [OH-].[K+].[Br:3][C:4]1[CH:9]=[C:8]([F:10])[CH:7]=[CH:6][C:5]=1[CH2:11][C:12](=[O:14])[CH3:13].[Cl:15][C:16]1[CH:21]=[CH:20][CH:19]=[C:18]([F:22])[C:17]=1[N:23]=[C:24]=[S:25].C(O)(=O)C. (2) Given the product [NH2:21][C:22]1[N:26]([C:27]2[C:32]([Cl:33])=[CH:31][C:30]([Cl:34])=[CH:29][C:28]=2[Cl:35])[N:25]=[C:24]([S:36][CH3:37])[C:23]=1[C:38](=[O:18])[C:4]1[CH:5]=[CH:6][CH:7]=[CH:8][C:3]=1[O:2][CH3:1], predict the reactants needed to synthesize it. The reactants are: [CH3:1][O:2][C:3]1[CH:8]=[CH:7][CH:6]=[CH:5][C:4]=1[Mg]Br.BrC1C=CC=CC=1[O:18]C.[Mg].[NH2:21][C:22]1[N:26]([C:27]2[C:32]([Cl:33])=[CH:31][C:30]([Cl:34])=[CH:29][C:28]=2[Cl:35])[N:25]=[C:24]([S:36][CH3:37])[C:23]=1[C:38]#N.[Cl-].[NH4+]. (3) Given the product [C:14]([C:15]1[CH:22]=[CH:21][C:10]([CH2:9][NH:8][C:6]([N:3]2[CH2:2][CH2:1][CH:37]([CH2:40][C:41]3[CH:42]=[CH:43][N:44]=[CH:45][CH:46]=3)[CH2:38][CH2:4]2)=[O:7])=[CH:17][CH:16]=1)#[N:13], predict the reactants needed to synthesize it. The reactants are: [CH:1]1N=[CH:4][N:3]([C:6]([N:8]2C=N[CH:10]=[CH:9]2)=[O:7])[CH:2]=1.[NH2:13][CH2:14][C:15]1[CH:22]=[CH:21]C(C#N)=[CH:17][CH:16]=1.CCN(C(C)C)C(C)C.Cl.Cl.N1C[CH2:38][CH:37]([CH2:40][C:41]2[CH:46]=[CH:45][N:44]=[CH:43][CH:42]=2)CC1. (4) Given the product [CH:10]1([O:16][C:17]2[N:22]=[CH:21][C:20]([C:23]3[C:24]4=[N:29][S:6](=[O:8])(=[O:7])[CH2:5][CH2:4][N:25]4[CH:26]=[CH:27][N:28]=3)=[CH:19][CH:18]=2)[CH2:11][CH2:12][CH2:13][CH2:14][CH2:15]1, predict the reactants needed to synthesize it. The reactants are: [H-].[Na+].Cl[CH2:4][CH2:5][S:6](Cl)(=[O:8])=[O:7].[CH:10]1([O:16][C:17]2[N:22]=[CH:21][C:20]([C:23]3[C:24]([NH2:29])=[N:25][CH:26]=[CH:27][N:28]=3)=[CH:19][CH:18]=2)[CH2:15][CH2:14][CH2:13][CH2:12][CH2:11]1.